This data is from Experimentally validated miRNA-target interactions with 360,000+ pairs, plus equal number of negative samples. The task is: Binary Classification. Given a miRNA mature sequence and a target amino acid sequence, predict their likelihood of interaction. (1) The miRNA is cel-miR-4933 with sequence UGGCAGUGACCUAUUCUGGCCA. The protein sequence of the target gene is MNSGGGGGLPPPSAAASPSSSSLAAAVAVAVAASSGVGGVPGGPAAAAGVKLKYCRYYAKDKTCFYGEECQFLHEDPAAGAAPGLGLHSNSVPLALAAAAGAAFPPGALPGGGAGPPAGPKKPELGVPGAATAGGGLDGPRVAIPGMDGGALTDASLTESYFSTSFIGVNGFGSPVETKYPLMQRMTSSSSSPSLLNDSAKPYTGHDLLTSSASSLFNDFGALNISQRRKTPNPTASEFIPKGGSTSRLSNVSQSNMSAFSQVFSHPSMGSPATAGLAPGMSLSAGSSPLHSPKITPHTS.... Result: 0 (no interaction). (2) The miRNA is bta-miR-221 with sequence AGCUACAUUGUCUGCUGGGUUU. The protein sequence of the target gene is MGKMAAAVASLATLAAEPREDAFRKLFRFYRQSRPGTADLGAVIDFSEAHLARSPKPGVPQVVRFPLNVSSVTERDAERVGLEPVSKWRAYGLEGYPGFIFIPNPFLPGCQRHWVKQCLKLYSQKPNVCNLDKHMTKEETQGLWEQSKEVLRSKEVTKRRPRSLLERLRWVTLGYHYNWDSKKYSADHYTPFPSDLAFLSEQVATACGFQGFQAEAGILNYYRLDSTLGIHVDRSELDHSKPLLSFSFGQSAIFLLGGLKRDEAPTAMFMHSGDIMVMSGFSRLLNHAVPRVLPHPDGEC.... Result: 0 (no interaction). (3) The miRNA is mmu-miR-10a-5p with sequence UACCCUGUAGAUCCGAAUUUGUG. The protein sequence of the target gene is MDTILVFSLIIASYDANKKDLRDSSCRLEQLPGIFPKDVRSIRELQMQETHTETKRTTFIQNRTIATLQCLGSDSKVKVNLVYLERRPKVKHILKNLRIIAAPRRNSSASSSCHLIPTSKFQTGSLLKGKAFLPGISQCKVLGASSETFPTTAPSITPGNKEGEKTTSTDTDENLEKRQKWSIVVKILIAVTLLLSGVAIIVFVIFEVPCPYQCLGARKLCQCQWLWRWQKKGGQPPGTAESKPDSQPQKVGQDAANSSNPKKAAEITVIHQTYF. Result: 0 (no interaction). (4) The miRNA is mmu-miR-3080-3p with sequence UCCUCGGGCAAAGCGCUUGACA. The protein sequence of the target gene is MATSNLLKNKGSLQFEDKWDFMHPIVLKLLRQESVTKQQWFDLFSDVHAVCLWDDKGSSKIHQALKEDILEFIKQAQARVLSHQDDTALLKAYIVEWRKFFTQCDILPKPFCQLEVTLLGKQSSNKKSNMEDSIVRKLMLDTWNESIFSNIKNRLQDSAMKLVHAERLGEAFDSQLVIGVRESYVNLCSNPEDKLQIYRDNFEKAYLDSTERFYRTQAPSYLQQNGVQNYMKYADAKLKEEEKRALRYLETRRECNSVEALMECCVNALVTSFKETILAECQGMIKRNETEKLHLMFSLM.... Result: 0 (no interaction). (5) The protein sequence of the target gene is MDDRCYPVIFPDERNFRPFTSDSLAAIEKRIAIQKEKKKSKDQTGEVPQPRPQLDLKASRKLPKLYGDIPRELIGKPLEDLDPFYRNHKTFMVLNRKRTIYRFSAKHALFIFGPFNSIRSLAIRVSVHSLFSMFIIGTVIINCVFMATGPAKNSNSNNTDIAECVFTGIYIFEALIKILARGFILDEFSFLRDPWNWLDSIVIGIAIVSYIPGITIKLLPLRTFRVFRALKAISVVSRLKVIVGALLRSVKKLVNVIILTFFCLSIFALVGQQLFMGSLNLKCISRDCKNISNPEAYDHC.... The miRNA is hsa-miR-548e-3p with sequence AAAAACUGAGACUACUUUUGCA. Result: 0 (no interaction). (6) The miRNA is mmu-miR-425-5p with sequence AAUGACACGAUCACUCCCGUUGA. The protein sequence of the target gene is MTSRLRALGGRINNTRTSELPKEKTRSEVICSIRFLDGLVQTFKVNKQDLGQSLLDMAYGHLGVTEKEYFGLQHGDDPVDSPRWLEASKPLRKQLKGGFPCTLHFRVRYFIPDPNTLQQEQTRHLYFLQLKMDVCEGRLTCPLNSAVVLASYAVQSHFGDFNSSIHHPGYLADSQFIPDQNDDFLSKVESLHEQHSGLKQSEAESCYINIARTLDFYGVELHGGRDLHNLDLMIGIASAGIAVYRKYICTSFYPWVNILKISFKRKKFFIHQRQKQAESREHIVAFNMLNYRSCKNLWKS.... Result: 1 (interaction). (7) The miRNA is mmu-miR-101c with sequence ACAGUACUGUGAUAACUGA. The protein sequence of the target gene is MGSVCVRLWAYLQPFLPCWSQEADKSVVIENPGAFCPPEAPRSQEPERSHGQYFVALFDYQARTAEDLSFRAGDKLQVLDTSHEGWWLARHLEKKGTGLGQQLQGYIPSNYVAEDRSLQAEPWFFGAIKRADAEKQLLYSENQTGAFLIRESESQKGDFSLSVLDEGVVKHYRIRRLDEGGFFLTRRKVFSTLNEFVNYYTTTSDGLCVKLEKPCLKIQVPTPFDLSYKTADQWEIDRNSIQLLKRLGSGQFGEVWEGLWNNTTPVAVKTLKPGSMDPNDFLREAQIMKSLRHPKLIQLY.... Result: 0 (no interaction). (8) The miRNA is hsa-miR-3657 with sequence UGUGUCCCAUUAUUGGUGAUU. The protein sequence of the target gene is MHTPDFAGPDDARAVDIMDICESILERKRHDSERSTCSILEQTDMEAVEALVCMSSWGQRSQKGDLLRIRPLTPVSDSGDVTTTVHMDAATPELPKDFHSLSTLCITPPQSPDLVEPSTRTPVSPQVTDSKACTATDVLQSSAVVARALSGGAERGLLGLEPVPSSPCRAKGTSVIRHTGESPAACFPTIQTPDCRLSDSREGEEQLLGHFETLQDTHLTDSLLSTNLVSCQPCLHKSGGLLLTDKGQQAGWPGAVQTCSPKNYENDLPRKTTPLISVSVPAPPVLCQMIPVTGQSSMLP.... Result: 0 (no interaction). (9) The miRNA is mmu-miR-363-3p with sequence AAUUGCACGGUAUCCAUCUGUA. The protein sequence of the target gene is MKLISSLDGSKTLNANNMETLIECQSEGDIKVPPLLTSCESEDSICQLTEIKKRKKVLSWPSLMRKLSPSSDFSGSLEPELKVSLFDQPLSIICGENDTLPRPIQDILTILCLKGPSTEGIFRKAASEKARKELKEGLNCGVSVNLKQLPVHLLAVVFKDFLRGIPLKLLSCDLFEDWMGALEKPTEEDRIEALKQVAGGLPRPNLLLLRHLLYVLHLISKNAEVNKMDSSNLAICIGPNMLTLKNDQSLSFQAQKDLNNKVKILVEFLIDNCFEIFGENIRTRSRITSDDSLEHTDSSD.... Result: 1 (interaction). (10) The miRNA is hsa-miR-383-5p with sequence AGAUCAGAAGGUGAUUGUGGCU. The protein sequence of the target gene is MIGCGACEPEVKMAGGQAAAALPTWKMAARRSLSARGRGVLQAAAGRLLPLLLLSCCWGAGGCTAAGENEETVIIGLRLEDTNDVSFMEGGALRVSERTRVKLRVYGQNINNETWSRIAFTEHERRRHTPSERGLGGPAPPEPDSGPQRCGIRTSDIIILPHIILNRRTSGIIEIEIKPLRKMEKSKSYYLCTSLSTPALGAGGSGSASGTVGGKGGAGVAGLPPPPWAETTWIYHDGEDTKMIVGEEKKFLLPFWLQVIFISLLLCLSGMFSGLNLGLMALDPMELRIVQNCGTEKEKN.... Result: 0 (no interaction).